This data is from Forward reaction prediction with 1.9M reactions from USPTO patents (1976-2016). The task is: Predict the product of the given reaction. (1) The product is: [Br:1][C:2]1[CH:3]=[N:4][C:5]([N:16]2[CH2:17][CH2:18][CH:14]([CH2:13][OH:12])[CH2:15]2)=[C:6]([CH:9]=1)[CH:7]=[O:8]. Given the reactants [Br:1][C:2]1[CH:3]=[N:4][C:5](Cl)=[C:6]([CH:9]=1)[CH:7]=[O:8].Cl.[OH:12][CH2:13][CH:14]1[CH2:18][CH2:17][NH:16][CH2:15]1.C(=O)([O-])[O-].[Na+].[Na+], predict the reaction product. (2) Given the reactants COC1C(OC)=C(C=CC=1)C([O:19][C@@H:20]1[C@@H:24]([CH2:25][OH:26])[O:23][C@@H:22]([N:27]2[CH:35]=[C:33]([CH3:34])[C:31](=[O:32])[N:30]([CH2:36][O:37][CH2:38][CH:39]([C:41]3[CH:46]=CC=C[C:42]=3[N+:47]([O-:49])=[O:48])[CH3:40])[C:28]2=[O:29])[CH2:21]1)(C1C=CC=CC=1)C1C=CC=CC=1.[CH:55](N(C(C)C)CC)([CH3:57])[CH3:56].C(CC[N:68](Cl)[P:69](NC(C)C)(NC(C)C)=[O:70])#N, predict the reaction product. The product is: [P:69]([O:26][CH2:25][C@H:24]1[O:23][C@@H:22]([N:27]2[CH:35]=[C:33]([CH3:34])[C:31](=[O:32])[N:30]([CH2:36][O:37][CH2:38][CH:39]([C:41]3[CH:46]=[CH:57][CH:55]=[CH:56][C:42]=3[N+:47]([O-:49])=[O:48])[CH3:40])[C:28]2=[O:29])[CH2:21][C@@H:20]1[OH:19])([NH2:68])[OH:70]. (3) The product is: [CH3:1][C:2]1[C:7]([N:8]2[C:17](=[O:18])[C:16]3[C:11](=[CH:12][CH:13]=[CH:14][CH:15]=3)[N:10]=[CH:9]2)=[CH:6][CH:5]=[CH:4][C:3]=1[C:19]1[CH:27]=[CH:26][C:25]([C:28]([NH2:30])=[O:29])=[C:24]2[C:20]=1[C:21]1[CH2:34][NH:33][CH2:32][CH2:31][C:22]=1[NH:23]2. Given the reactants [CH3:1][C:2]1[C:7]([N:8]2[C:17](=[O:18])[C:16]3[C:11](=[CH:12][CH:13]=[CH:14][CH:15]=3)[N:10]=[CH:9]2)=[CH:6][CH:5]=[CH:4][C:3]=1[C:19]1[CH:27]=[CH:26][C:25]([C:28]([NH2:30])=[O:29])=[C:24]2[C:20]=1[C:21]1[CH2:34][N:33](C(C3C=CC=CC=3)(C3C=CC=CC=3)C3C=CC=CC=3)[CH2:32][CH2:31][C:22]=1[NH:23]2.CCOC(C)=O.Cl, predict the reaction product. (4) Given the reactants [CH3:1][O:2][C:3]1[C:12]2[C:7](=[CH:8][CH:9]=[CH:10][CH:11]=2)[C:6]([C:13]2[O:14][C:15](=[O:23])[C:16]3[N:22]=[CH:21][CH:20]=[CH:19][C:17]=3[N:18]=2)=[CH:5][CH:4]=1.[O:24]1[CH2:28][CH2:27][CH2:26][CH:25]1[CH2:29][NH2:30], predict the reaction product. The product is: [CH3:1][O:2][C:3]1[C:12]2[C:7](=[CH:8][CH:9]=[CH:10][CH:11]=2)[C:6]([C:13]([NH:18][C:17]2[C:16]([C:15]([NH:30][CH2:29][CH:25]3[CH2:26][CH2:27][CH2:28][O:24]3)=[O:23])=[N:22][CH:21]=[CH:20][CH:19]=2)=[O:14])=[CH:5][CH:4]=1. (5) Given the reactants ClC1C=CC2OC(NC[C@@H]3[C@H](C)CCCN3C(OCC=C)=O)=NC=2C=1.[NH2:26][CH2:27][C@@H:28]1[C@H:33]([CH3:34])[CH2:32][CH2:31][CH2:30][N:29]1[C:35]([C:37]1[CH:42]=[C:41]([CH3:43])[CH:40]=[CH:39][C:38]=1[C:44]1[CH:49]=[CH:48][CH:47]=[CH:46][N:45]=1)=[O:36].Cl[C:51]1[O:52][C:53]2[CH:59]=[C:58]([F:60])[CH:57]=[CH:56][C:54]=2[N:55]=1, predict the reaction product. The product is: [F:60][C:58]1[CH:57]=[CH:56][C:54]2[N:55]=[C:51]([NH:26][CH2:27][C@@H:28]3[C@H:33]([CH3:34])[CH2:32][CH2:31][CH2:30][N:29]3[C:35]([C:37]3[CH:42]=[C:41]([CH3:43])[CH:40]=[CH:39][C:38]=3[C:44]3[CH:49]=[CH:48][CH:47]=[CH:46][N:45]=3)=[O:36])[O:52][C:53]=2[CH:59]=1. (6) Given the reactants C(Cl)(=O)C(Cl)=O.[CH2:7]([O:14][C:15]1[CH:20]=[CH:19][C:18]([C:21]2[N:25]([C:26]3[CH:31]=[CH:30][C:29]([Cl:32])=[CH:28][C:27]=3[Cl:33])[N:24]=[C:23]([C:34](O)=[O:35])[C:22]=2[CH3:37])=[CH:17][CH:16]=1)[C:8]1[CH:13]=[CH:12][CH:11]=[CH:10][CH:9]=1.[NH2:38][C:39]1[C:44]([OH:45])=[C:43]([F:46])[C:42]([F:47])=[CH:41][CH:40]=1, predict the reaction product. The product is: [CH2:7]([O:14][C:15]1[CH:20]=[CH:19][C:18]([C:21]2[N:25]([C:26]3[CH:31]=[CH:30][C:29]([Cl:32])=[CH:28][C:27]=3[Cl:33])[N:24]=[C:23]([C:34]([NH:38][C:39]3[CH:40]=[CH:41][C:42]([F:47])=[C:43]([F:46])[C:44]=3[OH:45])=[O:35])[C:22]=2[CH3:37])=[CH:17][CH:16]=1)[C:8]1[CH:9]=[CH:10][CH:11]=[CH:12][CH:13]=1. (7) Given the reactants [CH3:1][O:2][C:3]1[N:4]=[C:5]2[C:10](=[CH:11][CH:12]=1)[N:9]=[CH:8][CH:7]=[C:6]2OS(C(F)(F)F)(=O)=O.Cl.C([NH2:25])CC, predict the reaction product. The product is: [CH3:1][O:2][C:3]1[N:4]=[C:5]2[C:10](=[CH:11][CH:12]=1)[N:9]=[CH:8][CH:7]=[C:6]2[NH2:25].